This data is from Forward reaction prediction with 1.9M reactions from USPTO patents (1976-2016). The task is: Predict the product of the given reaction. (1) Given the reactants [O:1]([CH2:5][CH2:6][O:7][C:8]1[C:9]([O:22][CH2:23][CH2:24][O:25][CH3:26])=[CH:10][C:11]([N+:19]([O-])=O)=[C:12]([CH:18]=1)[C:13]([O:15][CH2:16][CH3:17])=[O:14])[C:2]([CH3:4])=[O:3].O.Cl, predict the reaction product. The product is: [O:1]([CH2:5][CH2:6][O:7][C:8]1[C:9]([O:22][CH2:23][CH2:24][O:25][CH3:26])=[CH:10][C:11]([NH2:19])=[C:12]([CH:18]=1)[C:13]([O:15][CH2:16][CH3:17])=[O:14])[C:2]([CH3:4])=[O:3]. (2) Given the reactants Cl.[NH2:2][OH:3].[OH-].[Na+].[F:6][C:7]([F:18])([F:17])[O:8][C:9]1[CH:16]=[CH:15][CH:14]=[CH:13][C:10]=1[CH:11]=O, predict the reaction product. The product is: [F:6][C:7]([F:18])([F:17])[O:8][C:9]1[CH:16]=[CH:15][CH:14]=[CH:13][C:10]=1[CH:11]=[N:2][OH:3].